Dataset: Forward reaction prediction with 1.9M reactions from USPTO patents (1976-2016). Task: Predict the product of the given reaction. Given the reactants [CH2:1]([O:3][C:4]([C:6]1[CH:7]=[N:8][C:9]2[C:14]([C:15]=1[O:16][CH2:17][CH2:18][CH2:19][CH2:20][CH2:21][O:22][C:23]1[C:28](=[O:29])[CH:27]=[C:26]([CH2:30]OS(C)(=O)=O)[O:25][CH:24]=1)=[CH:13][CH:12]=[C:11]([C:36]([F:39])([F:38])[F:37])[CH:10]=2)=[O:5])[CH3:2].[NH:40]1[CH2:45][CH2:44][O:43][CH2:42][CH2:41]1, predict the reaction product. The product is: [CH2:1]([O:3][C:4]([C:6]1[CH:7]=[N:8][C:9]2[C:14]([C:15]=1[O:16][CH2:17][CH2:18][CH2:19][CH2:20][CH2:21][O:22][C:23]1[C:28](=[O:29])[CH:27]=[C:26]([CH2:30][N:40]3[CH2:45][CH2:44][O:43][CH2:42][CH2:41]3)[O:25][CH:24]=1)=[CH:13][CH:12]=[C:11]([C:36]([F:39])([F:38])[F:37])[CH:10]=2)=[O:5])[CH3:2].